From a dataset of Catalyst prediction with 721,799 reactions and 888 catalyst types from USPTO. Predict which catalyst facilitates the given reaction. (1) Reactant: O.O.[Sn](Cl)Cl.[Cl:6][C:7]1[N:12]=[C:11]([NH:13][CH3:14])[C:10]([N+:15]([O-])=O)=[C:9]([Cl:18])[N:8]=1. Product: [Cl:6][C:7]1[N:12]=[C:11]([NH:13][CH3:14])[C:10]([NH2:15])=[C:9]([Cl:18])[N:8]=1. The catalyst class is: 14. (2) Reactant: [C:1]([O:5][C:6]([N:8]1[CH2:13][CH2:12][C:11]2[C:14]([C:21]([F:24])([F:23])[F:22])=[N:15][N:16]([CH2:17][C:18]([OH:20])=O)[C:10]=2[CH2:9]1)=[O:7])([CH3:4])([CH3:3])[CH3:2].[Cl:25][C:26]1[CH:27]=[CH:28][C:29]([O:33][CH3:34])=[C:30]([NH2:32])[CH:31]=1.C1C=CC2N(O)N=NC=2C=1.C(N(CC)CC)C.CCN=C=NCCCN(C)C. Product: [Cl:25][C:26]1[CH:27]=[CH:28][C:29]([O:33][CH3:34])=[C:30]([NH:32][C:18](=[O:20])[CH2:17][N:16]2[C:10]3[CH2:9][N:8]([C:6]([O:5][C:1]([CH3:3])([CH3:4])[CH3:2])=[O:7])[CH2:13][CH2:12][C:11]=3[C:14]([C:21]([F:23])([F:22])[F:24])=[N:15]2)[CH:31]=1. The catalyst class is: 4. (3) Reactant: C[N:2]([CH2:4][CH2:5][CH2:6][C@@:7]1([C:18]2[CH:23]=[CH:22][C:21]([F:24])=[CH:20][CH:19]=2)[O:11][CH2:10][C:9]2[CH:12]=[C:13]([C:16]#[N:17])[CH:14]=[CH:15][C:8]1=2)C.C(O)(C(O)=O)=O.O=C(C(=O)O)O. Product: [NH2:2][CH2:4][CH2:5][CH2:6][C:7]1([C:18]2[CH:19]=[CH:20][C:21]([F:24])=[CH:22][CH:23]=2)[C:8]2[C:9](=[CH:12][C:13]([C:16]#[N:17])=[CH:14][CH:15]=2)[CH2:10][O:11]1. The catalyst class is: 6. (4) Reactant: [O:1]1[CH:6]=[CH:5][CH2:4][CH2:3][CH2:2]1.C1(C)C=CC=CC=1.[CH3:14][Si:15]([CH3:42])([C:38]([CH3:41])([CH3:40])[CH3:39])[O:16][CH2:17][C@@H:18]1[C@@H:27]2[C@@H:21]([O:22][CH2:23][C@H:24]([CH2:28][CH2:29][CH2:30][C:31]([O:33][CH:34]([CH3:36])[CH3:35])=[O:32])[CH2:25][CH2:26]2)[CH2:20][C@H:19]1[OH:37]. Product: [CH3:42][Si:15]([CH3:14])([C:38]([CH3:39])([CH3:41])[CH3:40])[O:16][CH2:17][C@@H:18]1[C@@H:27]2[C@@H:21]([O:22][CH2:23][C@@H:24]([CH2:28][CH2:29][CH2:30][C:31]([O:33][CH:34]([CH3:35])[CH3:36])=[O:32])[CH2:25][CH2:26]2)[CH2:20][C@H:19]1[O:37][CH:6]1[CH2:5][CH2:4][CH2:3][CH2:2][O:1]1. The catalyst class is: 66. (5) Reactant: [CH3:1][O:2][C:3]([C:5]1[O:6][CH:7]=[CH:8][CH:9]=1)=[O:4].Br[C:11]12[CH2:20][CH:15]3[CH2:16][CH:17]([CH2:19][CH:13]([CH2:14]3)[CH2:12]1)[CH2:18]2. Product: [CH3:1][O:2][C:3]([C:5]1[O:6][C:7]([C:11]23[CH2:20][CH:15]4[CH2:16][CH:17]([CH2:19][CH:13]([CH2:14]4)[CH2:12]2)[CH2:18]3)=[CH:8][CH:9]=1)=[O:4]. The catalyst class is: 262. (6) Reactant: [OH:1][S:2]([OH:5])(=[O:4])=[O:3].[CH3:6][N:7]([C:10]1[N:15]=[C:14]([NH:16][CH2:17][CH2:18][CH3:19])[N:13]=[C:12]([NH:20][CH2:21][CH2:22][CH3:23])[N:11]=1)[NH:8][CH3:9]. Product: [S:2]([OH:5])([OH:4])(=[O:3])=[O:1].[CH2:17]([NH:16][C:14]1[N:13]=[C:12]([NH:20][CH2:21][CH2:22][CH3:23])[N:11]=[C:10]([N:7]([CH3:6])[NH:8][CH3:9])[N:15]=1)[CH2:18][CH3:19]. The catalyst class is: 12.